This data is from Reaction yield outcomes from USPTO patents with 853,638 reactions. The task is: Predict the reaction yield, written as a fraction of the theoretical maximum amount of product (1.0 means a 100% yield; for example, 0.34 means a 34% yield). (1) The reactants are [I:1][C:2]1[C:12]([C:13]([O:15][CH2:16][CH3:17])=[O:14])=[C:5]2[CH2:6][NH:7][C:8]3([CH2:11][CH2:10]3)[CH2:9][N:4]2[N:3]=1.[CH3:18][C:19]([O:22][C:23](O[C:23]([O:22][C:19]([CH3:21])([CH3:20])[CH3:18])=[O:24])=[O:24])([CH3:21])[CH3:20]. The catalyst is C(Cl)Cl. The product is [I:1][C:2]1[C:12]([C:13]([O:15][CH2:16][CH3:17])=[O:14])=[C:5]2[CH2:6][N:7]([C:23]([O:22][C:19]([CH3:21])([CH3:20])[CH3:18])=[O:24])[C:8]3([CH2:11][CH2:10]3)[CH2:9][N:4]2[N:3]=1. The yield is 0.670. (2) The reactants are [C:1]([C:5]1[C:6]([OH:19])=[C:7]([CH:12]=[C:13](C(C)(C)C)[CH:14]=1)[C:8]([O:10][CH3:11])=[O:9])([CH3:4])([CH3:3])[CH3:2].[N+:20]([O-])([OH:22])=[O:21].O. The catalyst is C(O)(=O)C. The product is [C:1]([C:5]1[C:6]([OH:19])=[C:7]([CH:12]=[C:13]([N+:20]([O-:22])=[O:21])[CH:14]=1)[C:8]([O:10][CH3:11])=[O:9])([CH3:4])([CH3:3])[CH3:2]. The yield is 0.890. (3) The reactants are [CH3:1][C:2]1[CH:3]=[C:4]([CH:6]=[C:7]([CH3:9])[CH:8]=1)[NH2:5].[Cl:10][CH2:11][C:12](Cl)=[O:13]. The catalyst is [OH-].[Na+].ClCCl. The product is [Cl:10][CH2:11][C:12]([NH:5][C:4]1[CH:6]=[C:7]([CH3:9])[CH:8]=[C:2]([CH3:1])[CH:3]=1)=[O:13]. The yield is 0.940.